This data is from Catalyst prediction with 721,799 reactions and 888 catalyst types from USPTO. The task is: Predict which catalyst facilitates the given reaction. (1) The catalyst class is: 3. Reactant: [C:1]([O:5][C:6]([N:8]([CH3:32])[CH:9]1[CH2:14][CH2:13][CH:12]([O:15][C:16]2[C:27]3[C:26]4[C@@H:25]([CH2:28][C:29](O)=[O:30])[CH2:24][CH2:23][C:22]=4[S:21][C:20]=3[N:19]=[CH:18][N:17]=2)[CH2:11][CH2:10]1)=[O:7])([CH3:4])([CH3:3])[CH3:2].[F:33][C:34]1[CH:35]=[CH:36][C:37]([NH2:40])=[N:38][CH:39]=1.CN(C(ON1N=NC2C=CC=NC1=2)=[N+](C)C)C.F[P-](F)(F)(F)(F)F.CCN(C(C)C)C(C)C. Product: [F:33][C:34]1[CH:35]=[CH:36][C:37]([NH:40][C:29]([CH2:28][C@H:25]2[CH2:24][CH2:23][C:22]3[S:21][C:20]4[N:19]=[CH:18][N:17]=[C:16]([O:15][CH:12]5[CH2:13][CH2:14][CH:9]([N:8]([CH3:32])[C:6](=[O:7])[O:5][C:1]([CH3:3])([CH3:2])[CH3:4])[CH2:10][CH2:11]5)[C:27]=4[C:26]2=3)=[O:30])=[N:38][CH:39]=1. (2) The catalyst class is: 17. Product: [O:21]=[C:15]1[CH:14]([N:7]2[C:6](=[O:22])[C:5]3[C:9](=[CH:10][CH:11]=[CH:12][C:4]=3[CH2:3][NH:2][C:34]([NH:33][C:24]3[CH:25]=[CH:26][C:27]4[C:32](=[CH:31][CH:30]=[CH:29][CH:28]=4)[CH:23]=3)=[O:35])[C:8]2=[O:13])[CH2:19][CH2:18][C:17](=[O:20])[NH:16]1. Reactant: Cl.[NH2:2][CH2:3][C:4]1[CH:12]=[CH:11][CH:10]=[C:9]2[C:5]=1[C:6](=[O:22])[N:7]([CH:14]1[CH2:19][CH2:18][C:17](=[O:20])[NH:16][C:15]1=[O:21])[C:8]2=[O:13].[CH:23]1[C:32]2[C:27](=[CH:28][CH:29]=[CH:30][CH:31]=2)[CH:26]=[CH:25][C:24]=1[N:33]=[C:34]=[O:35].C(N(C(C)C)CC)(C)C. (3) Reactant: [C:1]([O:5][C:6](=[O:38])[N:7]([C:31]1[CH:36]=[CH:35][C:34]([Cl:37])=[CH:33][CH:32]=1)[CH:8]1[CH2:17][CH2:16][C:15]2[C:10](=[CH:11][CH:12]=[CH:13][C:14]=2[CH2:18][O:19]C2C=CC(OC)=CC=2)[C:9]1=[S:28](=[O:30])=[O:29])([CH3:4])([CH3:3])[CH3:2]. Product: [C:1]([O:5][C:6](=[O:38])[N:7]([C:31]1[CH:36]=[CH:35][C:34]([Cl:37])=[CH:33][CH:32]=1)[CH:8]1[CH2:17][CH2:16][C:15]2[C:10](=[CH:11][CH:12]=[CH:13][C:14]=2[CH2:18][OH:19])[C:9]1=[S:28](=[O:30])=[O:29])([CH3:4])([CH3:2])[CH3:3]. The catalyst class is: 387. (4) Reactant: [C:1]1([S:7]([N:10]2[C:18]3[CH:17]=[CH:16][CH:15]=[C:14]4[CH2:19][NH:20][CH2:21][CH2:22][C:12]([C:13]=34)=[CH:11]2)(=[O:9])=[O:8])[CH:6]=[CH:5][CH:4]=[CH:3][CH:2]=1.C=O.[C:25](O)(=O)C.C(O[BH-](OC(=O)C)OC(=O)C)(=O)C.[Na+]. Product: [CH3:25][N:20]1[CH2:21][CH2:22][C:12]2=[CH:11][N:10]([S:7]([C:1]3[CH:2]=[CH:3][CH:4]=[CH:5][CH:6]=3)(=[O:9])=[O:8])[C:18]3[CH:17]=[CH:16][CH:15]=[C:14]([C:13]=32)[CH2:19]1. The catalyst class is: 57.